The task is: Regression. Given two drug SMILES strings and cell line genomic features, predict the synergy score measuring deviation from expected non-interaction effect.. This data is from NCI-60 drug combinations with 297,098 pairs across 59 cell lines. Drug 1: CC1=C2C(C(=O)C3(C(CC4C(C3C(C(C2(C)C)(CC1OC(=O)C(C(C5=CC=CC=C5)NC(=O)OC(C)(C)C)O)O)OC(=O)C6=CC=CC=C6)(CO4)OC(=O)C)OC)C)OC. Drug 2: COCCOC1=C(C=C2C(=C1)C(=NC=N2)NC3=CC=CC(=C3)C#C)OCCOC.Cl. Cell line: UO-31. Synergy scores: CSS=51.0, Synergy_ZIP=9.94, Synergy_Bliss=9.89, Synergy_Loewe=7.34, Synergy_HSA=15.2.